From a dataset of Full USPTO retrosynthesis dataset with 1.9M reactions from patents (1976-2016). Predict the reactants needed to synthesize the given product. (1) Given the product [CH2:38]([O:40][C:41]1[CH:42]=[C:43]([CH:47]=[CH:48][CH:49]=1)[C:44]([N:10]([C@@H:8]([CH3:9])[C:7]([N:5]1[CH2:6][C@H:2]([OH:1])[CH2:3][C@H:4]1[C:13]([NH:15][CH2:16][C:17]1[CH:22]=[CH:21][C:20]([C:23]2[S:27][CH:26]=[N:25][C:24]=2[CH3:28])=[CH:19][CH:18]=1)=[O:14])=[O:12])[CH3:11])=[O:46])[CH3:39], predict the reactants needed to synthesize it. The reactants are: [OH:1][C@H:2]1[CH2:6][N:5]([C:7](=[O:12])[C@@H:8]([NH:10][CH3:11])[CH3:9])[C@H:4]([C:13]([NH:15][CH2:16][C:17]2[CH:22]=[CH:21][C:20]([C:23]3[S:27][CH:26]=[N:25][C:24]=3[CH3:28])=[CH:19][CH:18]=2)=[O:14])[CH2:3]1.CCN(C(C)C)C(C)C.[CH2:38]([O:40][C:41]1[CH:42]=[C:43]([CH:47]=[CH:48][CH:49]=1)[C:44]([OH:46])=O)[CH3:39].CN(C(ON1N=NC2C=CC=NC1=2)=[N+](C)C)C.F[P-](F)(F)(F)(F)F. (2) Given the product [Cl:14][C:15]1[CH:16]=[CH:17][C:18]([C:21]2[O:25][C:24]([CH:26]=[N:3][NH:2][C:4]3[C:5]([NH2:13])=[N:6][C:7]4[C:8](=[N:10][O:11][N:12]=4)[N:9]=3)=[CH:23][CH:22]=2)=[CH:19][CH:20]=1, predict the reactants needed to synthesize it. The reactants are: Cl.[NH:2]([C:4]1[C:5]([NH2:13])=[N:6][C:7]2[C:8](=[N:10][O:11][N:12]=2)[N:9]=1)[NH2:3].[Cl:14][C:15]1[CH:20]=[CH:19][C:18]([C:21]2[O:25][C:24]([CH:26]=O)=[CH:23][CH:22]=2)=[CH:17][CH:16]=1.